Dataset: Peptide-MHC class II binding affinity with 134,281 pairs from IEDB. Task: Regression. Given a peptide amino acid sequence and an MHC pseudo amino acid sequence, predict their binding affinity value. This is MHC class II binding data. (1) The peptide sequence is EKKYFAATQFEPMAA. The MHC is DRB1_1001 with pseudo-sequence DRB1_1001. The binding affinity (normalized) is 0.611. (2) The peptide sequence is EKKYFAATQFEELAA. The MHC is HLA-DPA10201-DPB11401 with pseudo-sequence HLA-DPA10201-DPB11401. The binding affinity (normalized) is 0.811. (3) The peptide sequence is PRSLFPEFSELFAAF. The MHC is HLA-DQA10501-DQB10301 with pseudo-sequence HLA-DQA10501-DQB10301. The binding affinity (normalized) is 0.273. (4) The peptide sequence is YESYKFIPALEAA. The MHC is HLA-DPA10201-DPB10101 with pseudo-sequence HLA-DPA10201-DPB10101. The binding affinity (normalized) is 0.293. (5) The peptide sequence is NMVVERLGDYLVEQG. The MHC is DRB3_0101 with pseudo-sequence DRB3_0101. The binding affinity (normalized) is 0.255. (6) The peptide sequence is KLCPNNLCCSQWGWC. The MHC is DRB5_0101 with pseudo-sequence DRB5_0101. The binding affinity (normalized) is 0.0596. (7) The peptide sequence is FDHEFTFGWDELLSK. The MHC is HLA-DPA10301-DPB10402 with pseudo-sequence HLA-DPA10301-DPB10402. The binding affinity (normalized) is 0.606. (8) The peptide sequence is LLCGRSCSTSLYKGV. The binding affinity (normalized) is 0.739. The MHC is DRB1_0101 with pseudo-sequence DRB1_0101. (9) The peptide sequence is SQDLELSWNLNGLQAY. The MHC is DRB1_1602 with pseudo-sequence DRB1_1602. The binding affinity (normalized) is 0.265. (10) The peptide sequence is GETVKCRAPGGAKKP. The MHC is HLA-DQA10501-DQB10302 with pseudo-sequence HLA-DQA10501-DQB10302. The binding affinity (normalized) is 0.